Dataset: Peptide-MHC class I binding affinity with 185,985 pairs from IEDB/IMGT. Task: Regression. Given a peptide amino acid sequence and an MHC pseudo amino acid sequence, predict their binding affinity value. This is MHC class I binding data. (1) The peptide sequence is CEKALKYLPI. The MHC is HLA-B40:02 with pseudo-sequence HLA-B40:02. The binding affinity (normalized) is 0.685. (2) The peptide sequence is KSINKVYGK. The MHC is HLA-B35:01 with pseudo-sequence HLA-B35:01. The binding affinity (normalized) is 0. (3) The peptide sequence is LLMEACVPKV. The MHC is HLA-A02:02 with pseudo-sequence HLA-A02:02. The binding affinity (normalized) is 0.771. (4) The peptide sequence is LTDEDKQNQ. The MHC is HLA-B07:02 with pseudo-sequence HLA-B07:02. The binding affinity (normalized) is 0.0847. (5) The MHC is HLA-A03:01 with pseudo-sequence HLA-A03:01. The binding affinity (normalized) is 0.0847. The peptide sequence is YITDYSNDI. (6) The peptide sequence is YGDTEAICR. The MHC is HLA-A31:01 with pseudo-sequence HLA-A31:01. The binding affinity (normalized) is 0.0847.